From a dataset of Forward reaction prediction with 1.9M reactions from USPTO patents (1976-2016). Predict the product of the given reaction. (1) Given the reactants [Br:1][C:2]1[CH:3]=[C:4]2[C:9](=[CH:10][C:11]=1[O:12][CH3:13])[C:8]([CH3:15])([CH3:14])[C:7](=O)[CH2:6][CH2:5]2.[NH:17]([C:19]1[CH:20]=[C:21]([CH:24]=[CH:25][CH:26]=1)[C:22]#[N:23])N, predict the reaction product. The product is: [Br:1][C:2]1[C:11]([O:12][CH3:13])=[CH:10][C:9]2[C:8]([CH3:15])([CH3:14])[C:7]3[NH:17][C:19]4[C:26]([C:6]=3[CH2:5][C:4]=2[CH:3]=1)=[CH:25][CH:24]=[C:21]([C:22]#[N:23])[CH:20]=4. (2) Given the reactants [CH:1]1([N:8]2[C:14]3[CH:15]=[CH:16][CH:17]=[CH:18][C:13]=3[N:12]([CH2:19][C:20](O)=[O:21])[C:11](=[O:23])[N:10]([CH2:24][C:25](=[O:34])[NH:26][C:27]3[CH:28]=[C:29]([CH3:33])[CH:30]=[CH:31][CH:32]=3)[C:9]2=[O:35])[CH2:7][CH2:6][CH2:5][CH2:4][CH2:3][CH2:2]1.[NH:36]1[CH2:40][CH2:39][CH2:38][CH2:37]1, predict the reaction product. The product is: [CH:1]1([N:8]2[C:14]3[CH:15]=[CH:16][CH:17]=[CH:18][C:13]=3[N:12]([CH2:19][C:20](=[O:21])[N:36]3[CH2:40][CH2:39][CH2:38][CH2:37]3)[C:11](=[O:23])[N:10]([CH2:24][C:25]([NH:26][C:27]3[CH:28]=[C:29]([CH3:33])[CH:30]=[CH:31][CH:32]=3)=[O:34])[C:9]2=[O:35])[CH2:7][CH2:6][CH2:5][CH2:4][CH2:3][CH2:2]1. (3) Given the reactants [O:1]1[C:10]2[C:5](=[CH:6][C:7]([C:11]3[C:16]([CH:17]4[CH2:19][CH2:18]4)=[CH:15][C:14]([N+:20]([O-:22])=[O:21])=[C:13]([CH3:23])[C:12]=3[CH:24]([O:33][CH:34]3[CH2:36][CH2:35]3)[CH2:25][O:26]C(=O)C(C)(C)C)=[CH:8][CH:9]=2)[CH2:4][CH2:3][CH2:2]1.[OH-].[Na+].O, predict the reaction product. The product is: [O:1]1[C:10]2[C:5](=[CH:6][C:7]([C:11]3[C:16]([CH:17]4[CH2:18][CH2:19]4)=[CH:15][C:14]([N+:20]([O-:22])=[O:21])=[C:13]([CH3:23])[C:12]=3[CH:24]([O:33][CH:34]3[CH2:35][CH2:36]3)[CH2:25][OH:26])=[CH:8][CH:9]=2)[CH2:4][CH2:3][CH2:2]1. (4) Given the reactants Br[C:2]1[CH:7]=[CH:6][C:5]([O:8][CH:9]2[CH2:12][CH2:11][CH2:10]2)=[CH:4][C:3]=1[F:13].[B:14]1([B:14]2[O:18][C:17]([CH3:20])([CH3:19])[C:16]([CH3:22])([CH3:21])[O:15]2)[O:18][C:17]([CH3:20])([CH3:19])[C:16]([CH3:22])([CH3:21])[O:15]1.C([O-])(=O)C.[K+].CCOC(C)=O, predict the reaction product. The product is: [CH:9]1([O:8][C:5]2[CH:6]=[CH:7][C:2]([B:14]3[O:18][C:17]([CH3:20])([CH3:19])[C:16]([CH3:22])([CH3:21])[O:15]3)=[C:3]([F:13])[CH:4]=2)[CH2:12][CH2:11][CH2:10]1. (5) Given the reactants [Cl:1][C:2]1[CH:7]=[CH:6][C:5]([C:8]2[N:9]=[C:10]3[CH:15]=[CH:14][CH:13]=[CH:12][N:11]3[C:16]=2[CH2:17][C:18]2[N:22]=[C:21]([C:23]([O:25]CC)=O)[O:20][N:19]=2)=[CH:4][CH:3]=1.[NH2:28][NH2:29].O, predict the reaction product. The product is: [Cl:1][C:2]1[CH:3]=[CH:4][C:5]([C:8]2[N:9]=[C:10]3[CH:15]=[CH:14][CH:13]=[CH:12][N:11]3[C:16]=2[CH2:17][C:18]2[N:22]=[C:21]([C:23]([NH:28][NH2:29])=[O:25])[O:20][N:19]=2)=[CH:6][CH:7]=1. (6) Given the reactants [Br:1][C:2]1[S:6][C:5]([C:7](=[O:13])[C:8]([O:10][CH2:11][CH3:12])=[O:9])=[CH:4][CH:3]=1.C(O[BH-](OC(=O)C)OC(=O)C)(=O)C.[Na+], predict the reaction product. The product is: [Br:1][C:2]1[S:6][C:5]([CH:7]([OH:13])[C:8]([O:10][CH2:11][CH3:12])=[O:9])=[CH:4][CH:3]=1. (7) Given the reactants [C:1]([O:4][C@@H:5]1[C@@H:13]([C@@:14]2([CH3:27])[CH2:19][CH2:18][C@H:17]([O:20][C:21](=[O:23])[CH3:22])[CH2:16][C@@H:15]2[CH2:24][CH2:25][OH:26])[CH2:12][CH2:11][C@@:10]2([CH3:28])[C@H:6]1[CH2:7][CH2:8][C:9]2=[CH2:29])(=[O:3])[CH3:2].[S:30](Cl)([C:33]1[CH:39]=[CH:38][C:36]([CH3:37])=[CH:35][CH:34]=1)(=[O:32])=[O:31], predict the reaction product. The product is: [C:1]([O:4][C@@H:5]1[C@@H:13]([C@@:14]2([CH3:27])[CH2:19][CH2:18][C@H:17]([O:20][C:21](=[O:23])[CH3:22])[CH2:16][C@@H:15]2[CH2:24][CH2:25][O:26][S:30]([C:33]2[CH:39]=[CH:38][C:36]([CH3:37])=[CH:35][CH:34]=2)(=[O:32])=[O:31])[CH2:12][CH2:11][C@@:10]2([CH3:28])[C@H:6]1[CH2:7][CH2:8][C:9]2=[CH2:29])(=[O:3])[CH3:2]. (8) Given the reactants [CH3:1][C:2]([O-:5])([CH3:4])[CH3:3].[K+].[CH:7]1([C:10](Cl)=[O:11])[CH2:9][CH2:8]1.C(=O)([O-])O.[Na+], predict the reaction product. The product is: [C:2]([O:5][C:10]([CH:7]1[CH2:9][CH2:8]1)=[O:11])([CH3:4])([CH3:3])[CH3:1]. (9) Given the reactants [F:1][C:2]1[CH:3]=[CH:4][C:5]([N+:9]([O-:11])=[O:10])=[C:6]([OH:8])[CH:7]=1.C(=O)([O-])[O-].[Cs+].[Cs+].I[CH:19]([CH3:21])[CH3:20], predict the reaction product. The product is: [F:1][C:2]1[CH:3]=[CH:4][C:5]([N+:9]([O-:11])=[O:10])=[C:6]([O:8][CH:19]([CH3:21])[CH3:20])[CH:7]=1.